Dataset: Catalyst prediction with 721,799 reactions and 888 catalyst types from USPTO. Task: Predict which catalyst facilitates the given reaction. Reactant: C([O:3][C:4](=[O:42])[C:5]([CH3:41])([O:7][C:8]1[CH:13]=[CH:12][C:11]([CH2:14][N:15]([C:24]2[S:28][C:27]([C:29]3[CH:34]=[CH:33][C:32]([C:35]([F:38])([F:37])[F:36])=[CH:31][CH:30]=3)=[N:26][C:25]=2[CH3:39])[CH2:16][C:17]2[CH:22]=[CH:21][CH:20]=[CH:19][C:18]=2[F:23])=[CH:10][C:9]=1[CH3:40])[CH3:6])C.[OH-].[Na+]. Product: [CH3:41][C:5]([O:7][C:8]1[CH:13]=[CH:12][C:11]([CH2:14][N:15]([C:24]2[S:28][C:27]([C:29]3[CH:30]=[CH:31][C:32]([C:35]([F:37])([F:38])[F:36])=[CH:33][CH:34]=3)=[N:26][C:25]=2[CH3:39])[CH2:16][C:17]2[CH:22]=[CH:21][CH:20]=[CH:19][C:18]=2[F:23])=[CH:10][C:9]=1[CH3:40])([CH3:6])[C:4]([OH:42])=[O:3]. The catalyst class is: 14.